Dataset: Reaction yield outcomes from USPTO patents with 853,638 reactions. Task: Predict the reaction yield, written as a fraction of the theoretical maximum amount of product (1.0 means a 100% yield; for example, 0.34 means a 34% yield). (1) The reactants are [CH2:1]([O:8][C:9]1[CH:14]=[CH:13][C:12]([CH2:15][C:16]([O:18]CC)=[O:17])=[CH:11][CH:10]=1)[C:2]1[CH:7]=[CH:6][CH:5]=[CH:4][CH:3]=1.[OH-].[K+]. The catalyst is CCO.O. The product is [CH2:1]([O:8][C:9]1[CH:10]=[CH:11][C:12]([CH2:15][C:16]([OH:18])=[O:17])=[CH:13][CH:14]=1)[C:2]1[CH:3]=[CH:4][CH:5]=[CH:6][CH:7]=1. The yield is 0.980. (2) The product is [CH3:20][Si:19]([CH3:22])([CH3:21])[CH2:18][CH2:17][O:16][CH2:15][N:12]1[C:8]2[N:9]=[CH:10][N:11]=[C:6]([C:4]3[CH:5]=[N:1][N:2]([CH:29]([CH3:30])[CH2:28][C:27]#[N:26])[CH:3]=3)[C:7]=2[CH:14]=[CH:13]1. The catalyst is C(#N)C=CC. The yield is 0.975. The reactants are [NH:1]1[CH:5]=[C:4]([C:6]2[C:7]3[CH:14]=[CH:13][N:12]([CH2:15][O:16][CH2:17][CH2:18][Si:19]([CH3:22])([CH3:21])[CH3:20])[C:8]=3[N:9]=[CH:10][N:11]=2)[CH:3]=[N:2]1.C(#N)C.[N:26]12CCCN=C1C[CH2:30][CH2:29][CH2:28][CH2:27]2. (3) The reactants are C([N:5]([CH2:10]CCC)CCCC)CCC.N(C(=O)/[CH:18]=[CH:19]/[C:20]1[S:21][CH:22]=[CH:23][CH:24]=1)=[N+]=[N-].C1([O:32]C2C=CC=CC=2)C=CC=CC=1. No catalyst specified. The product is [S:21]1[C:20]2[CH:19]=[CH:18][N:5]=[C:10]([OH:32])[C:24]=2[CH:23]=[CH:22]1. The yield is 0.730. (4) The yield is 0.330. The reactants are [N+:1]([C:4]1[CH:12]=[CH:11][CH:10]=[C:9]2[C:5]=1[C:6](=O)[C:7](=[O:13])[NH:8]2)([O-:3])=[O:2].[CH:15]1[C:20]([NH:21][NH2:22])=[CH:19][CH:18]=[C:17]([S:23]([NH2:26])(=[O:25])=[O:24])[CH:16]=1.Cl. No catalyst specified. The product is [N+:1]([C:4]1[CH:12]=[CH:11][CH:10]=[C:9]2[C:5]=1[C:6](=[N:22][NH:21][C:20]1[CH:19]=[CH:18][C:17]([S:23]([NH2:26])(=[O:24])=[O:25])=[CH:16][CH:15]=1)[C:7](=[O:13])[NH:8]2)([O-:3])=[O:2]. (5) The reactants are [CH2:1]([O:4][CH:5]1[CH:9]([NH:10]C(OC(C)(C)C)=O)[CH2:8][N:7]([C:18]([O:20][CH2:21][C:22]2[CH:27]=[CH:26][CH:25]=[CH:24][CH:23]=2)=[O:19])[CH2:6]1)[CH:2]=[CH2:3].Cl.CO.CCOC(C)=O. The catalyst is C1COCC1.O1CCOCC1.C([O-])(O)=O.[Na+]. The product is [CH2:1]([O:4][C@@H:5]1[C@@H:9]([NH2:10])[CH2:8][N:7]([C:18]([O:20][CH2:21][C:22]2[CH:23]=[CH:24][CH:25]=[CH:26][CH:27]=2)=[O:19])[CH2:6]1)[CH:2]=[CH2:3]. The yield is 0.680. (6) The reactants are [CH2:1]([C:3]1[C:8]([F:9])=[CH:7][C:6]([OH:10])=[C:5]([N+:11]([O-:13])=[O:12])[CH:4]=1)[CH3:2].[C:14]([O-])([O-])=O.[K+].[K+].CI.O. The catalyst is CS(C)=O.C(OCC)C. The product is [CH2:1]([C:3]1[CH:4]=[C:5]([N+:11]([O-:13])=[O:12])[C:6]([O:10][CH3:14])=[CH:7][C:8]=1[F:9])[CH3:2]. The yield is 0.830. (7) The reactants are I[C:2]1[C:10]2[C:5](=[CH:6][C:7]([C@H:11]3[C@@:13]4([C:21]5[C:16](=[CH:17][CH:18]=[CH:19][CH:20]=5)[N:15]([CH3:22])[C:14]4=[O:23])[CH2:12]3)=[CH:8][CH:9]=2)[NH:4][N:3]=1.CC1(C)C(C)(C)OB([C:32]2[CH:37]=[CH:36][C:35]([N:38]3[CH2:43][CH2:42][N:41](C(OC(C)(C)C)=O)[CH2:40][CH2:39]3)=[CH:34][CH:33]=2)O1.[C:52]([OH:58])([C:54]([F:57])([F:56])[F:55])=[O:53]. The catalyst is C(Cl)Cl. The product is [F:55][C:54]([F:57])([F:56])[C:52]([OH:58])=[O:53].[CH3:22][N:15]1[C:16]2[C:21](=[CH:20][CH:19]=[CH:18][CH:17]=2)[C@:13]2([CH2:12][C@H:11]2[C:7]2[CH:6]=[C:5]3[C:10]([C:2]([C:32]4[CH:33]=[CH:34][C:35]([N:38]5[CH2:39][CH2:40][NH:41][CH2:42][CH2:43]5)=[CH:36][CH:37]=4)=[N:3][NH:4]3)=[CH:9][CH:8]=2)[C:14]1=[O:23]. The yield is 0.110.